Predict the product of the given reaction. From a dataset of Forward reaction prediction with 1.9M reactions from USPTO patents (1976-2016). (1) The product is: [F:11][C:10]1[C:2]([NH:19][CH2:18][C:17]2[CH:20]=[CH:21][C:14]([O:13][CH3:12])=[CH:15][CH:16]=2)=[CH:3][C:4]2[S:8][CH:7]=[N:6][C:5]=2[CH:9]=1. Given the reactants Br[C:2]1[C:10]([F:11])=[CH:9][C:5]2[N:6]=[CH:7][S:8][C:4]=2[CH:3]=1.[CH3:12][O:13][C:14]1[CH:21]=[CH:20][C:17]([CH2:18][NH2:19])=[CH:16][CH:15]=1.CC1(C)C2C(=C(P(C3C=CC=CC=3)C3C=CC=CC=3)C=CC=2)OC2C(P(C3C=CC=CC=3)C3C=CC=CC=3)=CC=CC1=2.C([O-])([O-])=O.[Cs+].[Cs+].N#N, predict the reaction product. (2) Given the reactants C([O:8][C:9]1[CH:14]=[CH:13][C:12]([S:15]([N:18]2[C:22]([C:23]3[C:24]([F:29])=[N:25][CH:26]=[CH:27][CH:28]=3)=[C:21]([F:30])[C:20]([CH2:31][N:32]([CH3:40])[C:33](=[O:39])[O:34][C:35]([CH3:38])([CH3:37])[CH3:36])=[CH:19]2)(=[O:17])=[O:16])=[CH:11][CH:10]=1)C1C=CC=CC=1, predict the reaction product. The product is: [F:30][C:21]1[C:20]([CH2:31][N:32]([CH3:40])[C:33](=[O:39])[O:34][C:35]([CH3:36])([CH3:37])[CH3:38])=[CH:19][N:18]([S:15]([C:12]2[CH:11]=[CH:10][C:9]([OH:8])=[CH:14][CH:13]=2)(=[O:16])=[O:17])[C:22]=1[C:23]1[C:24]([F:29])=[N:25][CH:26]=[CH:27][CH:28]=1. (3) The product is: [O:1]=[C:2]1[C:10]2[C:5](=[CH:6][C:7]([C:11]([NH:35][CH2:32][C:33]#[CH:34])=[O:13])=[CH:8][CH:9]=2)[CH2:4][O:3]1. Given the reactants [O:1]=[C:2]1[C:10]2[C:5](=[CH:6][C:7]([C:11]([OH:13])=O)=[CH:8][CH:9]=2)[CH2:4][O:3]1.FC(F)(F)C(OC1C(F)=C(F)C(F)=C(F)C=1F)=O.[CH2:32]([NH2:35])[C:33]#[CH:34], predict the reaction product. (4) Given the reactants [F:1][C:2]1[CH:3]=[C:4]([CH:7]=[C:8]([F:10])[CH:9]=1)[C:5]#[N:6].C([N-]C(C)C)(C)C.[Li+].CN(C)[CH:21]=[O:22].C(O)(=O)C, predict the reaction product. The product is: [F:1][C:2]1[CH:3]=[C:4]([CH:7]=[C:8]([F:10])[C:9]=1[CH:21]=[O:22])[C:5]#[N:6]. (5) Given the reactants [CH3:1][C:2]1[O:6][N:5]=[C:4]([C:7]2[CH:12]=[CH:11][CH:10]=[CH:9][N:8]=2)[C:3]=1[CH2:13][O:14][C:15]1[CH:16]=[CH:17][C:18]([C:21]([OH:23])=O)=[N:19][CH:20]=1.[NH2:24][N:25]1[CH2:30][CH2:29][O:28][CH2:27][CH2:26]1, predict the reaction product. The product is: [N:25]1([NH:24][C:21]([C:18]2[CH:17]=[CH:16][C:15]([O:14][CH2:13][C:3]3[C:4]([C:7]4[CH:12]=[CH:11][CH:10]=[CH:9][N:8]=4)=[N:5][O:6][C:2]=3[CH3:1])=[CH:20][N:19]=2)=[O:23])[CH2:30][CH2:29][O:28][CH2:27][CH2:26]1. (6) Given the reactants Cl.[O:2]=[C:3]1[N:7]([C:8]2[CH:17]=[CH:16][C:11]([C:12]([O:14][CH3:15])=[O:13])=[CH:10][CH:9]=2)[CH2:6][C:5]2([CH2:22][CH2:21][NH:20][CH2:19][CH2:18]2)[O:4]1.[Br:23][C:24]1[CH:29]=[C:28]([CH2:30]Br)[CH:27]=[CH:26][C:25]=1[C:32]([F:35])([F:34])[F:33], predict the reaction product. The product is: [Br:23][C:24]1[CH:29]=[C:28]([CH:27]=[CH:26][C:25]=1[C:32]([F:33])([F:34])[F:35])[CH2:30][N:20]1[CH2:21][CH2:22][C:5]2([O:4][C:3](=[O:2])[N:7]([C:8]3[CH:17]=[CH:16][C:11]([C:12]([O:14][CH3:15])=[O:13])=[CH:10][CH:9]=3)[CH2:6]2)[CH2:18][CH2:19]1. (7) Given the reactants [OH:1][C:2]1[C:9]([CH2:10][N:11]2[CH2:16][CH2:15][O:14][CH2:13][CH2:12]2)=[CH:8][C:7]([O:17][CH3:18])=[CH:6][C:3]=1[CH:4]=O.CC1(C)O[C:25](=[O:26])[CH2:24][C:22](=[O:23])[O:21]1, predict the reaction product. The product is: [N:11]1([CH2:10][C:9]2[CH:8]=[C:7]([O:17][CH3:18])[CH:6]=[C:3]3[C:2]=2[O:1][C:25](=[O:26])[C:24]([C:22]([OH:23])=[O:21])=[CH:4]3)[CH2:16][CH2:15][O:14][CH2:13][CH2:12]1.